From a dataset of Catalyst prediction with 721,799 reactions and 888 catalyst types from USPTO. Predict which catalyst facilitates the given reaction. (1) Reactant: O=C1C2C=CC=CC=2C(=O)[N:3]1[CH2:12][C@H:13]([NH:21][C:22]1[S:26][C:25]([C:27]2[CH:28]=[CH:29][C:30]3[CH:31]=[N:32][CH:33]=[C:34]([C:37]#[N:38])[C:35]=3[N:36]=2)=[N:24][N:23]=1)[CH2:14][C:15]1[CH:20]=[CH:19][CH:18]=[CH:17][CH:16]=1.BrC1C2N=C(C3SC(N[C@H](CC4C=CC=CC=4)CN4C(=O)C5C=CC=CC=5C4=O)=NN=3)C=CC=2C=NC=1.[Cu](C#N)C#N. Product: [NH2:3][CH2:12][C@H:13]([NH:21][C:22]1[S:26][C:25]([C:27]2[CH:28]=[CH:29][C:30]3[CH:31]=[N:32][CH:33]=[C:34]([C:37]#[N:38])[C:35]=3[N:36]=2)=[N:24][N:23]=1)[CH2:14][C:15]1[CH:20]=[CH:19][CH:18]=[CH:17][CH:16]=1. The catalyst class is: 9. (2) The catalyst class is: 519. Reactant: [NH2:1][C:2]1[S:3][CH:4]=[C:5]([CH2:7][C:8]([OH:10])=[O:9])[N:6]=1.[C:11]([N+:15]#[C-:16])([CH3:14])([CH3:13])[CH3:12].[CH:17](=O)[CH3:18]. Product: [C:11]([NH:15][C:16]1[N:6]2[C:2]([S:3][CH:4]=[C:5]2[CH2:7][C:8]([OH:10])=[O:9])=[N:1][C:17]=1[CH3:18])([CH3:14])([CH3:13])[CH3:12].